Dataset: Forward reaction prediction with 1.9M reactions from USPTO patents (1976-2016). Task: Predict the product of the given reaction. (1) Given the reactants [Cl:1][C:2]1[C:3]([F:31])=[C:4]([CH:8]2[C:12]([C:15]3[CH:20]=[CH:19][C:18]([Cl:21])=[CH:17][C:16]=3[F:22])([C:13]#[N:14])[CH:11]([CH2:23][C:24]([CH3:27])([CH3:26])[CH3:25])[NH:10][CH:9]2[C:28]([OH:30])=O)[CH:5]=[CH:6][CH:7]=1.CCN(C(C)C)C(C)C.C1(P(Cl)(C2C=CC=CC=2)=O)C=CC=CC=1.[CH2:56]([O:58][C:59]([C:61]1[CH:66]=[N:65][C:64]([NH2:67])=[CH:63][N:62]=1)=[O:60])[CH3:57], predict the reaction product. The product is: [Cl:1][C:2]1[C:3]([F:31])=[C:4]([C@@H:8]2[C@:12]([C:15]3[CH:20]=[CH:19][C:18]([Cl:21])=[CH:17][C:16]=3[F:22])([C:13]#[N:14])[C@H:11]([CH2:23][C:24]([CH3:27])([CH3:26])[CH3:25])[NH:10][C@H:9]2[C:28]([NH:67][C:64]2[N:65]=[CH:66][C:61]([C:59]([O:58][CH2:56][CH3:57])=[O:60])=[N:62][CH:63]=2)=[O:30])[CH:5]=[CH:6][CH:7]=1. (2) The product is: [Cl:13][C:14]1[C:15]([C:21]([F:22])([F:23])[F:24])=[C:16]([O:9][CH:6]2[CH2:7][CH2:8][N:2]([CH3:1])[CH2:3][C:4]3[O:12][CH:11]=[CH:10][C:5]2=3)[CH:17]=[CH:18][CH:19]=1. Given the reactants [CH3:1][N:2]1[CH2:8][CH2:7][CH:6]([OH:9])[C:5]2[CH:10]=[CH:11][O:12][C:4]=2[CH2:3]1.[Cl:13][C:14]1[CH:19]=[CH:18][CH:17]=[C:16](F)[C:15]=1[C:21]([F:24])([F:23])[F:22], predict the reaction product. (3) Given the reactants [Br:1][C:2]1[CH:7]=[CH:6][C:5](/[CH:8]=[C:9](\[C:17]([C:19]2[CH:24]=[CH:23][CH:22]=[CH:21][C:20]=2[OH:25])=[O:18])/C(OC(C)(C)C)=O)=[CH:4][CH:3]=1.C1(C)C=CC(S(O)(=O)=O)=CC=1, predict the reaction product. The product is: [Br:1][C:2]1[CH:7]=[CH:6][C:5]([CH:8]2[CH2:9][C:17](=[O:18])[C:19]3[C:20](=[CH:21][CH:22]=[CH:23][CH:24]=3)[O:25]2)=[CH:4][CH:3]=1. (4) Given the reactants Cl.Cl.C(OC([N:10]1[CH2:15][CH2:14][CH:13]([O:16][C:17]2[CH:26]=[C:25]([O:27][CH3:28])[CH:24]=[C:23]3[C:18]=2[C:19]([NH:29][C:30]2[C:35]([Cl:36])=[CH:34][CH:33]=[C:32]4[O:37][CH2:38][O:39][C:31]=24)=[N:20][CH:21]=[N:22]3)[CH2:12][CH2:11]1)=O)(C)(C)C.FC(F)(F)C(O)=O, predict the reaction product. The product is: [Cl:36][C:35]1[C:30]([NH:29][C:19]2[C:18]3[C:23](=[CH:24][C:25]([O:27][CH3:28])=[CH:26][C:17]=3[O:16][CH:13]3[CH2:12][CH2:11][NH:10][CH2:15][CH2:14]3)[N:22]=[CH:21][N:20]=2)=[C:31]2[O:39][CH2:38][O:37][C:32]2=[CH:33][CH:34]=1. (5) Given the reactants [NH:1]1[C:5]([C:6]2[CH:11]=[CH:10][C:9]([CH2:12][CH2:13][CH:14](/[CH:26]=[CH:27]/[C:28]3[CH:33]=[CH:32][CH:31]=[CH:30][C:29]=3[O:34][CH2:35][C:36]3[CH:41]=[CH:40][CH:39]=[CH:38][C:37]=3[C:42]([F:45])([F:44])[F:43])[CH2:15][C:16]3[CH:25]=[CH:24][C:19]([C:20]([O:22]C)=[O:21])=[CH:18][CH:17]=3)=[CH:8][CH:7]=2)=[N:4][N:3]=[N:2]1.[OH-].[Li+].Cl, predict the reaction product. The product is: [NH:4]1[C:5]([C:6]2[CH:7]=[CH:8][C:9]([CH2:12][CH2:13][CH:14](/[CH:26]=[CH:27]/[C:28]3[CH:33]=[CH:32][CH:31]=[CH:30][C:29]=3[O:34][CH2:35][C:36]3[CH:41]=[CH:40][CH:39]=[CH:38][C:37]=3[C:42]([F:43])([F:44])[F:45])[CH2:15][C:16]3[CH:17]=[CH:18][C:19]([C:20]([OH:22])=[O:21])=[CH:24][CH:25]=3)=[CH:10][CH:11]=2)=[N:1][N:2]=[N:3]1. (6) Given the reactants C(P(=O)(OCC)OCC)#N.C(N(CC)CC)C.[Cl:18][C:19]1[CH:20]=[CH:21][C:22]2[N:28]([CH2:29][C:30]([CH3:34])([CH3:33])[CH2:31][OH:32])[C:27](=[O:35])[C@@H:26]([CH2:36][C:37]([OH:39])=O)[O:25][C@H:24]([C:40]3[CH:45]=[CH:44][CH:43]=[C:42]([O:46][CH3:47])[C:41]=3[O:48][CH3:49])[C:23]=2[CH:50]=1.Cl.[CH2:52]([O:54][C:55](=[O:66])[CH2:56][CH2:57][C:58]1[CH:63]=[CH:62][CH:61]=[C:60]([CH2:64][NH2:65])[CH:59]=1)[CH3:53], predict the reaction product. The product is: [CH2:52]([O:54][C:55](=[O:66])[CH2:56][CH2:57][C:58]1[CH:63]=[CH:62][CH:61]=[C:60]([CH2:64][NH:65][C:37](=[O:39])[CH2:36][C@H:26]2[O:25][C@H:24]([C:40]3[CH:45]=[CH:44][CH:43]=[C:42]([O:46][CH3:47])[C:41]=3[O:48][CH3:49])[C:23]3[CH:50]=[C:19]([Cl:18])[CH:20]=[CH:21][C:22]=3[N:28]([CH2:29][C:30]([CH3:33])([CH3:34])[CH2:31][OH:32])[C:27]2=[O:35])[CH:59]=1)[CH3:53]. (7) Given the reactants [F:1][C:2]1[CH:7]=[CH:6][CH:5]=[CH:4][C:3]=1[C:8]1[CH:16]=[CH:15][C:11]([C:12]([NH2:14])=[S:13])=[CH:10][N:9]=1.[CH3:17][O:18][C:19](=[O:27])[CH:20]([CH3:26])[C:21](=O)[CH:22](Br)[CH3:23].[CH2:28](O)C, predict the reaction product. The product is: [CH2:17]([O:18][C:19](=[O:27])[CH:20]([C:21]1[N:14]=[C:12]([C:11]2[CH:10]=[N:9][C:8]([C:3]3[CH:4]=[CH:5][CH:6]=[CH:7][C:2]=3[F:1])=[CH:16][CH:15]=2)[S:13][C:22]=1[CH3:23])[CH3:26])[CH3:28].